Dataset: NCI-60 drug combinations with 297,098 pairs across 59 cell lines. Task: Regression. Given two drug SMILES strings and cell line genomic features, predict the synergy score measuring deviation from expected non-interaction effect. (1) Drug 1: C1=CC=C(C(=C1)C(C2=CC=C(C=C2)Cl)C(Cl)Cl)Cl. Drug 2: CC1CCCC2(C(O2)CC(NC(=O)CC(C(C(=O)C(C1O)C)(C)C)O)C(=CC3=CSC(=N3)C)C)C. Cell line: SNB-19. Synergy scores: CSS=24.3, Synergy_ZIP=1.03, Synergy_Bliss=-3.86, Synergy_Loewe=-35.0, Synergy_HSA=-5.04. (2) Drug 1: C1=NC2=C(N=C(N=C2N1C3C(C(C(O3)CO)O)O)F)N. Drug 2: C(CCl)NC(=O)N(CCCl)N=O. Cell line: SR. Synergy scores: CSS=38.9, Synergy_ZIP=-2.21, Synergy_Bliss=-1.74, Synergy_Loewe=-23.0, Synergy_HSA=-1.45.